From a dataset of Peptide-MHC class I binding affinity with 185,985 pairs from IEDB/IMGT. Regression. Given a peptide amino acid sequence and an MHC pseudo amino acid sequence, predict their binding affinity value. This is MHC class I binding data. (1) The peptide sequence is TILEYLYIM. The MHC is HLA-A02:03 with pseudo-sequence HLA-A02:03. The binding affinity (normalized) is 0.266. (2) The peptide sequence is YNAELLVLL. The MHC is HLA-A02:06 with pseudo-sequence HLA-A02:06. The binding affinity (normalized) is 0.431. (3) The peptide sequence is FHGEFTRAL. The MHC is HLA-B35:01 with pseudo-sequence HLA-B35:01. The binding affinity (normalized) is 0.0847. (4) The peptide sequence is ISPRTLNAW. The MHC is HLA-B58:01 with pseudo-sequence HLA-B58:01. The binding affinity (normalized) is 0.540. (5) The peptide sequence is RSFAERLDR. The MHC is HLA-B58:01 with pseudo-sequence HLA-B58:01. The binding affinity (normalized) is 0.0847. (6) The peptide sequence is LPFVWAPMV. The MHC is HLA-B51:01 with pseudo-sequence HLA-B51:01. The binding affinity (normalized) is 0.659.